Task: Regression/Classification. Given a drug SMILES string, predict its absorption, distribution, metabolism, or excretion properties. Task type varies by dataset: regression for continuous measurements (e.g., permeability, clearance, half-life) or binary classification for categorical outcomes (e.g., BBB penetration, CYP inhibition). Dataset: cyp1a2_veith.. Dataset: CYP1A2 inhibition data for predicting drug metabolism from PubChem BioAssay (1) The drug is CNc1nc(Cl)nc(NC(C)(C)C)n1. The result is 1 (inhibitor). (2) The compound is O=C1c2ccccc2C(=O)N1c1ccc2nc(-c3ccc(Br)o3)[nH]c2c1. The result is 1 (inhibitor). (3) The compound is Cc1sc(NC(=O)C2CCCCC2)c(C#N)c1-c1ccccc1. The result is 1 (inhibitor). (4) The molecule is N#Cc1ccc(CN2CC3(CCNCC3)C2)cc1. The result is 0 (non-inhibitor). (5) The molecule is CC(C)NC[C@H](O)COc1cccc2ccccc12. The result is 1 (inhibitor). (6) The drug is CC(=O)[C@@]1(O)CC[C@H]2[C@H]3C[C@@H](C)C4=CC(=O)C=C[C@]4(C)[C@@]3(F)[C@@H](O)C[C@]21C. The result is 0 (non-inhibitor).